This data is from Catalyst prediction with 721,799 reactions and 888 catalyst types from USPTO. The task is: Predict which catalyst facilitates the given reaction. Reactant: C(OC(=O)[NH:7][CH2:8][CH2:9][C:10]1[CH:19]=[CH:18][C:17]2[CH2:16][CH2:15][CH2:14][NH:13][C:12]=2[N:11]=1)(C)(C)C.[ClH:21]. Product: [ClH:21].[ClH:21].[N:11]1[C:12]2[NH:13][CH2:14][CH2:15][CH2:16][C:17]=2[CH:18]=[CH:19][C:10]=1[CH2:9][CH2:8][NH2:7]. The catalyst class is: 25.